Predict which catalyst facilitates the given reaction. From a dataset of Catalyst prediction with 721,799 reactions and 888 catalyst types from USPTO. (1) Reactant: [C:1]([O:5][C:6]([NH:8][CH2:9][C:10](=O)[CH2:11][C:12]([O:14][CH2:15][CH3:16])=[O:13])=[O:7])([CH3:4])([CH3:3])[CH3:2].[NH2:18][C:19]1[CH:26]=[CH:25][CH:24]=[C:23]([F:27])[C:20]=1[CH:21]=O.O.O.O.O.O.O.O.[Cl-].[Ce+3].[Cl-].[Cl-]. Product: [C:1]([O:5][C:6]([NH:8][CH2:9][C:10]1[C:11]([C:12]([O:14][CH2:15][CH3:16])=[O:13])=[CH:21][C:20]2[C:19](=[CH:26][CH:25]=[CH:24][C:23]=2[F:27])[N:18]=1)=[O:7])([CH3:4])([CH3:3])[CH3:2]. The catalyst class is: 25. (2) Reactant: Cl.[NH2:2][CH2:3][CH2:4][C@H:5]1[CH2:10][CH2:9][C@H:8]([CH2:11][OH:12])[CH2:7][CH2:6]1.CCN(CC)CC.[C:20]([O:24][C:25](O[C:25]([O:24][C:20]([CH3:23])([CH3:22])[CH3:21])=[O:26])=[O:26])([CH3:23])([CH3:22])[CH3:21]. Product: [C:20]([O:24][C:25](=[O:26])[NH:2][CH2:3][CH2:4][C@H:5]1[CH2:10][CH2:9][C@H:8]([CH2:11][OH:12])[CH2:7][CH2:6]1)([CH3:23])([CH3:22])[CH3:21]. The catalyst class is: 2. (3) Product: [O:64]1[CH2:65][CH2:66][CH2:67][CH2:68][CH:63]1[O:62][NH:61][C:28]([C:25]1[CH:24]=[N:23][C:22]([N:19]2[CH2:18][CH2:17][C:16]3[C:15]4[C:10](=[CH:11][CH:12]=[CH:13][CH:14]=4)[N:9]([CH2:8][CH2:7][N:1]4[CH2:6][CH2:5][CH2:4][CH2:3][CH2:2]4)[C:21]=3[CH2:20]2)=[N:27][CH:26]=1)=[O:29]. The catalyst class is: 2. Reactant: [N:1]1([CH2:7][CH2:8][N:9]2[C:21]3[CH2:20][N:19]([C:22]4[N:27]=[CH:26][C:25]([C:28](O)=[O:29])=[CH:24][N:23]=4)[CH2:18][CH2:17][C:16]=3[C:15]3[C:10]2=[CH:11][CH:12]=[CH:13][CH:14]=3)[CH2:6][CH2:5][CH2:4][CH2:3][CH2:2]1.CCN=C=NCCCN(C)C.C1C=CC2N(O)N=NC=2C=1.CCN(C(C)C)C(C)C.[NH2:61][O:62][CH:63]1[CH2:68][CH2:67][CH2:66][CH2:65][O:64]1. (4) Reactant: [Br:1][C:2]1[CH:7]=[CH:6][C:5](/[CH:8]=[N:9]/[S@:10]([C:12]([CH3:15])([CH3:14])[CH3:13])=[O:11])=[C:4]([F:16])[CH:3]=1.[CH3:17][Mg]Cl. Product: [Br:1][C:2]1[CH:7]=[CH:6][C:5]([C@H:8]([NH:9][S@:10]([C:12]([CH3:13])([CH3:15])[CH3:14])=[O:11])[CH3:17])=[C:4]([F:16])[CH:3]=1. The catalyst class is: 2. (5) Reactant: [N+:1]([C:4]1[N:9]=[CH:8][C:7]([N:10]2[CH2:13][CH:12]([OH:14])[CH2:11]2)=[CH:6][CH:5]=1)([O-:3])=[O:2].CCN(CC)CC.[CH3:22][C:23]([Si:26](Cl)([CH3:28])[CH3:27])([CH3:25])[CH3:24].CCOC(C)=O.C([O-])(O)=O.[Na+]. Product: [C:23]([Si:26]([CH3:28])([CH3:27])[O:14][CH:12]1[CH2:11][N:10]([C:7]2[CH:6]=[CH:5][C:4]([N+:1]([O-:3])=[O:2])=[N:9][CH:8]=2)[CH2:13]1)([CH3:25])([CH3:24])[CH3:22]. The catalyst class is: 3. (6) Reactant: [C:1]([O:5][C:6](=[O:30])[NH:7][CH2:8][CH2:9][C:10]1[CH:15]=[CH:14][C:13]([C:16]2[CH:21]=[CH:20][CH:19]=[C:18]([O:22][C:23]3[CH:28]=[CH:27][N:26]=[C:25](Cl)[N:24]=3)[CH:17]=2)=[CH:12][CH:11]=1)([CH3:4])([CH3:3])[CH3:2].[C-]#N.[K+].[N:34]12CCN(CC1)C[CH2:35]2.CC(O)=O. Product: [C:1]([O:5][C:6](=[O:30])[NH:7][CH2:8][CH2:9][C:10]1[CH:15]=[CH:14][C:13]([C:16]2[CH:21]=[CH:20][CH:19]=[C:18]([O:22][C:23]3[CH:28]=[CH:27][N:26]=[C:25]([C:35]#[N:34])[N:24]=3)[CH:17]=2)=[CH:12][CH:11]=1)([CH3:4])([CH3:3])[CH3:2]. The catalyst class is: 374. (7) Reactant: [OH-].[Na+].[OH:3][CH2:4][C:5]1[CH:6]=[C:7]([C:11]2[CH:12]=[CH:13][C:14]([C:32]([F:35])([F:34])[F:33])=[C:15]([CH:31]=2)[C:16]([NH:18][C:19]2[C:28]([CH3:29])=[CH:27][C:22]([C:23]([O:25]C)=[O:24])=[CH:21][C:20]=2[CH3:30])=[O:17])[CH:8]=[CH:9][CH:10]=1. Product: [OH:3][CH2:4][C:5]1[CH:6]=[C:7]([C:11]2[CH:12]=[CH:13][C:14]([C:32]([F:33])([F:34])[F:35])=[C:15]([CH:31]=2)[C:16]([NH:18][C:19]2[C:28]([CH3:29])=[CH:27][C:22]([C:23]([OH:25])=[O:24])=[CH:21][C:20]=2[CH3:30])=[O:17])[CH:8]=[CH:9][CH:10]=1. The catalyst class is: 36. (8) Reactant: C1(P(C2C=CC=CC=2)C2C=CC=CC=2)C=CC=CC=1.Br[C:21]1[N:29]2[C:24]([CH:25]=[N:26][C:27]([S:30][CH3:31])=[N:28]2)=[C:23]([O:32][CH2:33][O:34][CH2:35][CH2:36][Si:37]([CH3:40])([CH3:39])[CH3:38])[CH:22]=1.CC1(C)C(C)(C)OB([C:49]2[CH:54]=[CH:53][CH:52]=[CH:51][C:50]=2[NH:55][S:56]([CH3:59])(=[O:58])=[O:57])O1.CN(C)C=O.C(=O)([O-])[O-].[Na+].[Na+].O. Product: [CH3:31][S:30][C:27]1[N:26]=[CH:25][C:24]2=[C:23]([O:32][CH2:33][O:34][CH2:35][CH2:36][Si:37]([CH3:40])([CH3:39])[CH3:38])[CH:22]=[C:21]([C:49]3[CH:54]=[CH:53][CH:52]=[CH:51][C:50]=3[NH:55][S:56]([CH3:59])(=[O:58])=[O:57])[N:29]2[N:28]=1. The catalyst class is: 167. (9) Reactant: F[C:2](F)(F)[C:3]([OH:5])=O.[Cl:8][C:9]1[CH:14]=[CH:13][C:12]([C@H:15]([N:17]2[C:21]3[CH:22]=[C:23]([N:26]4[CH2:31][CH2:30][NH:29][C@H:28]([CH3:32])[CH2:27]4)[CH:24]=[CH:25][C:20]=3[N:19]=[CH:18]2)[CH3:16])=[C:11]([C:33]([F:36])([F:35])[F:34])[CH:10]=1. Product: [Cl:8][C:9]1[CH:14]=[CH:13][C:12]([C@H:15]([N:17]2[C:21]3[CH:22]=[C:23]([N:26]4[CH2:31][CH2:30][N:29]([C:3]([C@H:2]5[CH2:11][CH2:12][CH2:15][NH:17]5)=[O:5])[C@H:28]([CH3:32])[CH2:27]4)[CH:24]=[CH:25][C:20]=3[N:19]=[CH:18]2)[CH3:16])=[C:11]([C:33]([F:36])([F:34])[F:35])[CH:10]=1. The catalyst class is: 4.